This data is from Forward reaction prediction with 1.9M reactions from USPTO patents (1976-2016). The task is: Predict the product of the given reaction. (1) Given the reactants [Cl-].O[NH3+:3].[C:4](=[O:7])([O-])[OH:5].[Na+].CS(C)=O.[CH2:13]([N:20]1[C:25](=[O:26])[C:24]([CH2:27][C:28]2[CH:33]=[CH:32][C:31]([C:34]3[C:35]([C:40]#[N:41])=[CH:36][CH:37]=[CH:38][CH:39]=3)=[CH:30][CH:29]=2)=[C:23]([CH2:42][CH2:43][CH2:44][CH3:45])[N:22]=[C:21]1[CH3:46])[C:14]1[CH:19]=[CH:18][CH:17]=[CH:16][CH:15]=1, predict the reaction product. The product is: [CH2:13]([N:20]1[C:25](=[O:26])[C:24]([CH2:27][C:28]2[CH:33]=[CH:32][C:31]([C:34]3[CH:39]=[CH:38][CH:37]=[CH:36][C:35]=3[C:40]3[NH:3][C:4](=[O:7])[O:5][N:41]=3)=[CH:30][CH:29]=2)=[C:23]([CH2:42][CH2:43][CH2:44][CH3:45])[N:22]=[C:21]1[CH3:46])[C:14]1[CH:15]=[CH:16][CH:17]=[CH:18][CH:19]=1. (2) Given the reactants C([CH:8]([CH2:24][CH2:25][NH:26][CH2:27][CH2:28][CH2:29][CH2:30][NH:31][CH2:32][CH2:33][CH2:34][NH2:35])[N:9](C(OC(C)(C)C)=O)C(OC(C)(C)C)=O)(OC(C)(C)C)=O.N(CCCI)=[N+]=[N-], predict the reaction product. The product is: [NH2:35][CH2:34][CH2:33][CH2:32][NH:31][CH2:30][CH2:29][CH2:28][CH2:27][NH:26][CH2:25][CH2:24][CH2:8][NH2:9]. (3) Given the reactants [CH3:1][C:2]1[CH:11]=[CH:10][C:9]([N+:12]([O-:14])=[O:13])=[CH:8][C:3]=1[C:4]([O:6][CH3:7])=[O:5].[Br:15]N1C(=O)CCC1=O, predict the reaction product. The product is: [Br:15][CH2:1][C:2]1[CH:11]=[CH:10][C:9]([N+:12]([O-:14])=[O:13])=[CH:8][C:3]=1[C:4]([O:6][CH3:7])=[O:5]. (4) Given the reactants [S:1]1[CH:5]=[CH:4][CH:3]=[C:2]1[C:6]([OH:8])=O.[CH3:9][C:10]1(C)[O:15]C(=O)[CH2:13][C:12](=O)[O:11]1.C1(N=C=NC2CCCCC2)CCCCC1.O.C1(C)C=CC(S(O)(=O)=O)=CC=1, predict the reaction product. The product is: [CH2:12]([O:11][C:10](=[O:15])[CH2:9][C:6]([C:2]1[S:1][CH:5]=[CH:4][CH:3]=1)=[O:8])[CH3:13]. (5) Given the reactants [NH:1]1[CH2:5][CH2:4][CH2:3][CH2:2]1.[Br:6][C:7]1[CH:8]=[C:9]2[C:13](=[CH:14][CH:15]=1)[N:12](S(C1C=CC=CC=1)(=O)=O)[C:11]([C:25]([O:27][CH2:28][CH3:29])=[O:26])=[C:10]2[S:30](Cl)(=[O:32])=[O:31].N1C=CC=CC=1, predict the reaction product. The product is: [Br:6][C:7]1[CH:8]=[C:9]2[C:13](=[CH:14][CH:15]=1)[NH:12][C:11]([C:25]([O:27][CH2:28][CH3:29])=[O:26])=[C:10]2[S:30]([N:1]1[CH2:5][CH2:4][CH2:3][CH2:2]1)(=[O:31])=[O:32].